Dataset: Forward reaction prediction with 1.9M reactions from USPTO patents (1976-2016). Task: Predict the product of the given reaction. (1) Given the reactants [OH:1][CH:2]1[CH:14]2[CH:10]([C:11](=[O:15])[O:12][CH2:13]2)[CH:9]=[C:8]2[CH:3]1[CH2:4][CH2:5][CH2:6][CH2:7]2, predict the reaction product. The product is: [OH:1][CH:2]1[CH:14]2[CH:10]([C:11](=[O:15])[O:12][CH2:13]2)[CH2:9][CH:8]2[CH:3]1[CH2:4][CH2:5][CH2:6][CH2:7]2. (2) The product is: [C:41]([O:40][C:38](=[O:39])[N:21]([CH:10]1[CH:11]([C:13]2[CH:18]=[CH:17][C:16]([Cl:19])=[C:15]([Cl:20])[CH:14]=2)[CH2:12][N:8]([CH2:1][C:2]2[CH:7]=[CH:6][CH:5]=[CH:4][CH:3]=2)[CH2:9]1)[CH3:22])([CH3:42])([CH3:43])[CH3:44]. Given the reactants [CH2:1]([N:8]1[CH2:12][CH:11]([C:13]2[CH:18]=[CH:17][C:16]([Cl:19])=[C:15]([Cl:20])[CH:14]=2)[CH:10]([NH:21][CH3:22])[CH2:9]1)[C:2]1[CH:7]=[CH:6][CH:5]=[CH:4][CH:3]=1.CCN(CC)CC.[CH3:42][C:41]([O:40][C:38](O[C:38]([O:40][C:41]([CH3:44])([CH3:43])[CH3:42])=[O:39])=[O:39])([CH3:44])[CH3:43], predict the reaction product.